This data is from Full USPTO retrosynthesis dataset with 1.9M reactions from patents (1976-2016). The task is: Predict the reactants needed to synthesize the given product. (1) Given the product [NH2:5][C@H:6]1[CH2:11][CH2:10][C@H:9]([CH:12]([OH:27])[CH2:13][NH:14][S:15]([C:18]2[CH:23]=[CH:22][CH:21]=[CH:20][C:19]=2[N+:24]([O-:26])=[O:25])(=[O:16])=[O:17])[CH2:8][CH2:7]1, predict the reactants needed to synthesize it. The reactants are: FC(F)(F)C([NH:5][C@H:6]1[CH2:11][CH2:10][C@H:9]([CH:12]([OH:27])[CH2:13][NH:14][S:15]([C:18]2[CH:23]=[CH:22][CH:21]=[CH:20][C:19]=2[N+:24]([O-:26])=[O:25])(=[O:17])=[O:16])[CH2:8][CH2:7]1)=O.C([O-])([O-])=O.[K+].[K+]. (2) Given the product [C:6]([OH:8])(=[O:7])[C:5]1[C:4](=[CH:3][CH:2]=[CH:10][CH:9]=1)[OH:11], predict the reactants needed to synthesize it. The reactants are: N[C:2]1[CH:3]=[C:4]([OH:11])[C:5](=[CH:9][CH:10]=1)[C:6]([OH:8])=[O:7].CC([O-])(C)C.[K+].C(Br)C1C=CC=CC=1. (3) Given the product [ClH:25].[Cl:25][C:26]1[O:30][C:29]([C:31]([NH:18][C:13]2[C:12]([NH:11][C:9]([O:8][CH:7]([CH:19]3[CH2:24][CH2:23][NH:22][CH2:21][CH2:20]3)[C:4]3[CH:5]=[CH:6][N:1]=[CH:2][CH:3]=3)=[O:10])=[CH:17][CH:16]=[CH:15][CH:14]=2)=[O:32])=[CH:28][CH:27]=1, predict the reactants needed to synthesize it. The reactants are: [N:1]1[CH:6]=[CH:5][C:4]([CH:7]([CH:19]2[CH2:24][CH2:23][NH:22][CH2:21][CH2:20]2)[O:8][C:9]([NH:11][C:12]2[C:13]([NH2:18])=[CH:14][CH:15]=[CH:16][CH:17]=2)=[O:10])=[CH:3][CH:2]=1.[Cl:25][C:26]1[O:30][C:29]([C:31](O)=[O:32])=[CH:28][CH:27]=1. (4) Given the product [CH3:1][O:2][CH2:3][N:4]1[C:8]2[CH:9]=[CH:10][C:11]([CH:13]([CH3:17])[C:14]([NH2:21])=[O:15])=[CH:12][C:7]=2[S:6][C:5]1=[O:18], predict the reactants needed to synthesize it. The reactants are: [CH3:1][O:2][CH2:3][N:4]1[C:8]2[CH:9]=[CH:10][C:11]([CH:13]([CH3:17])[C:14](O)=[O:15])=[CH:12][C:7]=2[S:6][C:5]1=[O:18].C([N:21](CC)CC)C.ClC(OCC)=O.[OH-].[NH4+].